This data is from NCI-60 drug combinations with 297,098 pairs across 59 cell lines. The task is: Regression. Given two drug SMILES strings and cell line genomic features, predict the synergy score measuring deviation from expected non-interaction effect. (1) Drug 1: C1=NC2=C(N1)C(=S)N=C(N2)N. Drug 2: CC(C)NC(=O)C1=CC=C(C=C1)CNNC.Cl. Cell line: KM12. Synergy scores: CSS=32.8, Synergy_ZIP=-6.71, Synergy_Bliss=-6.62, Synergy_Loewe=-20.9, Synergy_HSA=-2.12. (2) Synergy scores: CSS=49.0, Synergy_ZIP=5.75, Synergy_Bliss=7.74, Synergy_Loewe=-9.44, Synergy_HSA=6.68. Drug 1: CC1OCC2C(O1)C(C(C(O2)OC3C4COC(=O)C4C(C5=CC6=C(C=C35)OCO6)C7=CC(=C(C(=C7)OC)O)OC)O)O. Drug 2: C1=CC(=CC=C1CC(C(=O)O)N)N(CCCl)CCCl.Cl. Cell line: DU-145. (3) Drug 2: C1CN1C2=NC(=NC(=N2)N3CC3)N4CC4. Drug 1: CC1=CC=C(C=C1)C2=CC(=NN2C3=CC=C(C=C3)S(=O)(=O)N)C(F)(F)F. Cell line: MCF7. Synergy scores: CSS=7.94, Synergy_ZIP=2.05, Synergy_Bliss=0.950, Synergy_Loewe=-14.9, Synergy_HSA=-5.50. (4) Drug 1: C1CN1C2=NC(=NC(=N2)N3CC3)N4CC4. Drug 2: CC1OCC2C(O1)C(C(C(O2)OC3C4COC(=O)C4C(C5=CC6=C(C=C35)OCO6)C7=CC(=C(C(=C7)OC)O)OC)O)O. Cell line: NCI-H226. Synergy scores: CSS=16.2, Synergy_ZIP=-3.30, Synergy_Bliss=-0.979, Synergy_Loewe=3.39, Synergy_HSA=3.79. (5) Drug 1: CC1=C(C=C(C=C1)C(=O)NC2=CC(=CC(=C2)C(F)(F)F)N3C=C(N=C3)C)NC4=NC=CC(=N4)C5=CN=CC=C5. Drug 2: CCCCCOC(=O)NC1=NC(=O)N(C=C1F)C2C(C(C(O2)C)O)O. Cell line: M14. Synergy scores: CSS=0.143, Synergy_ZIP=1.19, Synergy_Bliss=0.808, Synergy_Loewe=-2.21, Synergy_HSA=-2.19. (6) Drug 1: CN1CCC(CC1)COC2=C(C=C3C(=C2)N=CN=C3NC4=C(C=C(C=C4)Br)F)OC. Drug 2: C1=CC(=CC=C1CCC2=CNC3=C2C(=O)NC(=N3)N)C(=O)NC(CCC(=O)O)C(=O)O. Cell line: SF-268. Synergy scores: CSS=14.1, Synergy_ZIP=-1.14, Synergy_Bliss=1.15, Synergy_Loewe=-13.5, Synergy_HSA=-1.70. (7) Drug 1: CC1=C2C(C(=O)C3(C(CC4C(C3C(C(C2(C)C)(CC1OC(=O)C(C(C5=CC=CC=C5)NC(=O)OC(C)(C)C)O)O)OC(=O)C6=CC=CC=C6)(CO4)OC(=O)C)O)C)O. Drug 2: CC1C(C(CC(O1)OC2CC(CC3=C2C(=C4C(=C3O)C(=O)C5=CC=CC=C5C4=O)O)(C(=O)C)O)N)O. Cell line: UACC-257. Synergy scores: CSS=61.7, Synergy_ZIP=-4.76, Synergy_Bliss=0.122, Synergy_Loewe=3.99, Synergy_HSA=5.17.